Task: Predict the product of the given reaction.. Dataset: Forward reaction prediction with 1.9M reactions from USPTO patents (1976-2016) (1) Given the reactants [F:1][C:2]1[CH:3]=[N:4][C:5]([CH2:11][C:12]2[CH:17]=[CH:16][C:15]([F:18])=[CH:14][CH:13]=2)=[C:6]([CH:10]=1)[C:7]([OH:9])=O.Cl.[NH2:20][CH2:21][C:22]1[CH:31]=[CH:30][C:25]([C:26]([O:28][CH3:29])=[O:27])=[CH:24][CH:23]=1, predict the reaction product. The product is: [F:1][C:2]1[CH:10]=[C:6]([C:7]([NH:20][CH2:21][C:22]2[CH:23]=[CH:24][C:25]([C:26]([O:28][CH3:29])=[O:27])=[CH:30][CH:31]=2)=[O:9])[C:5]([CH2:11][C:12]2[CH:17]=[CH:16][C:15]([F:18])=[CH:14][CH:13]=2)=[N:4][CH:3]=1. (2) Given the reactants Br[C:2]1[CH:3]=[C:4]([N+:8]([O-:10])=[O:9])[CH:5]=[CH:6][CH:7]=1.[CH2:11]=[CH:12][C:13]1[CH:18]=[CH:17][CH:16]=[CH:15][CH:14]=1.CC1C=CC=CC=1P(C1C=CC=CC=1C)C1C=CC=CC=1C.C(NC(C)C)(C)C, predict the reaction product. The product is: [C:13]1(/[CH:12]=[CH:11]/[C:2]2[CH:3]=[C:4]([N+:8]([O-:10])=[O:9])[CH:5]=[CH:6][CH:7]=2)[CH:18]=[CH:17][CH:16]=[CH:15][CH:14]=1. (3) Given the reactants [Cl:1][C:2]1[CH:7]=[CH:6][C:5]([C:8]2[N:9]=[C:10]3[CH:15]=[CH:14][CH:13]=[CH:12][N:11]3[C:16]=2[CH2:17][N:18]2[CH:23]=[CH:22][C:21]([NH:24][CH2:25][CH3:26])=[N:20][C:19]2=[O:27])=[CH:4][CH:3]=1.Cl[C:29]1C=CN(CC2N3C=CC=CC3=NC=2C2C=CC(Cl)=CC=2)[C:31](=O)[N:30]=1.CN(C)CCN, predict the reaction product. The product is: [Cl:1][C:2]1[CH:3]=[CH:4][C:5]([C:8]2[N:9]=[C:10]3[CH:15]=[CH:14][CH:13]=[CH:12][N:11]3[C:16]=2[CH2:17][N:18]2[CH:23]=[CH:22][C:21]([NH:24][CH2:25][CH2:26][N:30]([CH3:31])[CH3:29])=[N:20][C:19]2=[O:27])=[CH:6][CH:7]=1. (4) Given the reactants [CH:1]1([C:6]([OH:8])=[O:7])[CH2:5][CH:4]=[CH:3][CH2:2]1.[H-].[Na+].Br[CH2:12][C:13]1[CH:18]=[CH:17][CH:16]=[CH:15][CH:14]=1, predict the reaction product. The product is: [CH:1]1([C:6]([O:8][CH2:12][C:13]2[CH:18]=[CH:17][CH:16]=[CH:15][CH:14]=2)=[O:7])[CH2:5][CH:4]=[CH:3][CH2:2]1. (5) Given the reactants C[CH:2](CCC)[CH:3]=[O:4].[C:25]1(P([C:25]2[CH:30]=[CH:29][CH:28]=[CH:27][CH:26]=2)([C:25]2[CH:30]=[CH:29][CH:28]=[CH:27][CH:26]=2)=CC(=O)C)[CH:30]=[CH:29][CH:28]=[CH:27][CH:26]=1.Cl[CH2:32]Cl, predict the reaction product. The product is: [CH3:32][CH:28]([CH2:29][CH2:30][CH3:25])[CH:27]=[CH:26][C:3](=[O:4])[CH3:2].